From a dataset of Reaction yield outcomes from USPTO patents with 853,638 reactions. Predict the reaction yield, written as a fraction of the theoretical maximum amount of product (1.0 means a 100% yield; for example, 0.34 means a 34% yield). (1) The reactants are [OH:1][C:2]1[C:7](=[O:8])[CH:6]=[CH:5][N:4]([CH3:9])[C:3]=1[CH:10](O)[C:11]([F:14])([F:13])[F:12].[NH:16]1[CH2:21][CH2:20][CH2:19][CH2:18][CH2:17]1. No catalyst specified. The product is [OH:1][C:2]1[C:7](=[O:8])[CH:6]=[CH:5][N:4]([CH3:9])[C:3]=1[CH:10]([N:16]1[CH2:21][CH2:20][CH2:19][CH2:18][CH2:17]1)[C:11]([F:14])([F:13])[F:12]. The yield is 0.540. (2) The reactants are [CH3:1][Mg+].[Br-].[Cl:4][C:5]1[C:13]2[CH:12]=[C:11]([C:14](N(OC)C)=[O:15])[S:10][C:9]=2[CH:8]=[CH:7][CH:6]=1. The catalyst is C1COCC1. The product is [Cl:4][C:5]1[C:13]2[CH:12]=[C:11]([C:14](=[O:15])[CH3:1])[S:10][C:9]=2[CH:8]=[CH:7][CH:6]=1. The yield is 0.869.